Dataset: Full USPTO retrosynthesis dataset with 1.9M reactions from patents (1976-2016). Task: Predict the reactants needed to synthesize the given product. (1) Given the product [Cl:27][C:28]1[CH:29]=[C:30]([S:35]([NH:1][CH2:2][C:3]2[N:4]=[CH:5][C:6]([C:11]([NH:13][CH2:14][C:15]3[S:19][C:18]([CH3:20])=[N:17][CH:16]=3)=[O:12])=[N:7][C:8]=2[CH2:9][CH3:10])(=[O:36])=[O:37])[CH:31]=[CH:32][C:33]=1[F:34], predict the reactants needed to synthesize it. The reactants are: [NH2:1][CH2:2][C:3]1[N:4]=[CH:5][C:6]([C:11]([NH:13][CH2:14][C:15]2[S:19][C:18]([CH3:20])=[N:17][CH:16]=2)=[O:12])=[N:7][C:8]=1[CH2:9][CH3:10].N1C=CC=CC=1.[Cl:27][C:28]1[CH:29]=[C:30]([S:35](Cl)(=[O:37])=[O:36])[CH:31]=[CH:32][C:33]=1[F:34]. (2) Given the product [NH2:14][C@H:12]1[CH2:13][N:8]([CH2:1][C:2]2[CH:3]=[CH:4][CH:5]=[CH:6][CH:7]=2)[C@@H:9]([CH2:22][C:23]([O:25][CH2:26][CH3:27])=[O:24])[CH2:10][CH2:11]1, predict the reactants needed to synthesize it. The reactants are: [CH2:1]([N:8]1[CH2:13][C@H:12]([NH:14]C(OC(C)(C)C)=O)[CH2:11][CH2:10][C@@H:9]1[CH2:22][C:23]([O:25][CH2:26][CH3:27])=[O:24])[C:2]1[CH:7]=[CH:6][CH:5]=[CH:4][CH:3]=1.Cl. (3) Given the product [Cl:1][C:2]1[N:7]=[C:6]([O:8][C@H:9]([CH3:14])[C:10]([CH3:11])([O:12][CH:17]2[CH2:18][CH2:19][CH2:20][CH2:21][O:16]2)[CH3:13])[C:5]([I:15])=[CH:4][N:3]=1, predict the reactants needed to synthesize it. The reactants are: [Cl:1][C:2]1[N:7]=[C:6]([O:8][C@H:9]([CH3:14])[C:10]([CH3:13])([OH:12])[CH3:11])[C:5]([I:15])=[CH:4][N:3]=1.[O:16]1[CH:21]=[CH:20][CH2:19][CH2:18][CH2:17]1.S(C1C=CC(C)=CC=1)([O-])(=O)=O.[NH+]1C=CC=CC=1. (4) Given the product [CH3:1][O:2][C:3]1[CH:8]=[CH:7][C:6]([CH2:9][C:10]([Cl:14])=[O:12])=[CH:5][CH:4]=1, predict the reactants needed to synthesize it. The reactants are: [CH3:1][O:2][C:3]1[CH:8]=[CH:7][C:6]([CH2:9][C:10]([OH:12])=O)=[CH:5][CH:4]=1.C(Cl)[Cl:14]. (5) Given the product [O:6]=[C:5]1[C:4]2[C:3](=[CH:12][C:11]([C:13]#[N:14])=[CH:10][CH:9]=2)[CH2:2][NH:15]1, predict the reactants needed to synthesize it. The reactants are: Br[CH2:2][C:3]1[CH:12]=[C:11]([C:13]#[N:14])[CH:10]=[CH:9][C:4]=1[C:5](OC)=[O:6].[NH3:15].CCOC(C)=O. (6) Given the product [CH:26]1([NH:29][C:19]2[N:18]=[C:17]([C:16]3[C:8]([C:6]4[CH:5]=[CH:4][N:3]=[C:2]([F:1])[CH:7]=4)=[N:9][N:10]4[CH:15]=[CH:14][CH:13]=[CH:12][C:11]=34)[CH:22]=[CH:21][N:20]=2)[CH2:28][CH2:27]1, predict the reactants needed to synthesize it. The reactants are: [F:1][C:2]1[CH:7]=[C:6]([C:8]2[C:16]([C:17]3[CH:22]=[CH:21][N:20]=[C:19](S(C)=O)[N:18]=3)=[C:11]3[CH:12]=[CH:13][CH:14]=[CH:15][N:10]3[N:9]=2)[CH:5]=[CH:4][N:3]=1.[CH:26]1([NH2:29])[CH2:28][CH2:27]1.ClCCl. (7) The reactants are: [CH3:1][O:2][CH2:3][C@H:4]([CH3:24])[O:5][C:6]1[CH:7]=[C:8]([CH:12]=[C:13]([O:15][C:16]2[CH:21]=[CH:20][CH:19]=[C:18](OC)[CH:17]=2)[CH:14]=1)[C:9]([OH:11])=O.[CH3:25][O:26]C1C=CC(B(O)O)=CC=1.[NH2:36][C:37]1[S:38][CH:39]=[C:40]([CH2:42][C:43]([O:45][CH2:46][CH3:47])=[O:44])[N:41]=1. Given the product [CH2:46]([O:45][C:43](=[O:44])[CH2:42][C:40]1[N:41]=[C:37]([NH:36][C:9](=[O:11])[C:8]2[CH:7]=[C:6]([O:5][C@@H:4]([CH3:24])[CH2:3][O:2][CH3:1])[CH:14]=[C:13]([O:15][C:16]3[CH:17]=[CH:18][C:19]([O:26][CH3:25])=[CH:20][CH:21]=3)[CH:12]=2)[S:38][CH:39]=1)[CH3:47], predict the reactants needed to synthesize it.